This data is from Full USPTO retrosynthesis dataset with 1.9M reactions from patents (1976-2016). The task is: Predict the reactants needed to synthesize the given product. (1) Given the product [Cl:1][C:2]1[C:7]([NH2:8])=[C:6]([Cl:11])[N:5]=[C:4]([S:12][CH3:13])[N:3]=1, predict the reactants needed to synthesize it. The reactants are: [Cl:1][C:2]1[C:7]([N+:8]([O-])=O)=[C:6]([Cl:11])[N:5]=[C:4]([S:12][CH3:13])[N:3]=1.O.O.Cl[Sn]Cl. (2) Given the product [C:1]([C:3]1[CH:4]=[C:5]([CH:28]=[C:29]([O:31][C:32]([F:35])([F:33])[F:34])[CH:30]=1)[CH2:6][O:7][C:8]1[CH:16]=[CH:15][C:14]2[N:13]3[CH2:17][CH2:18][CH:19]([CH2:20][C:21]([OH:23])=[O:22])[C:12]3=[CH:11][C:10]=2[CH:9]=1)#[N:2], predict the reactants needed to synthesize it. The reactants are: [C:1]([C:3]1[CH:4]=[C:5]([CH:28]=[C:29]([O:31][C:32]([F:35])([F:34])[F:33])[CH:30]=1)[CH2:6][O:7][C:8]1[CH:16]=[CH:15][C:14]2[N:13]3[CH2:17][CH2:18][CH:19]([CH2:20][C:21]([O:23]C(C)(C)C)=[O:22])[C:12]3=[CH:11][C:10]=2[CH:9]=1)#[N:2].C1(SC)C=CC=CC=1.FC(F)(F)C(O)=O.